The task is: Predict which catalyst facilitates the given reaction.. This data is from Catalyst prediction with 721,799 reactions and 888 catalyst types from USPTO. (1) Reactant: [CH2:1]([Li])CCC.CCCCCC.[C:12]([O:16][C:17]([C@@:19]1([CH:33]=O)[CH2:23][C:22](=[O:24])[N:21]([C@@H:25]([C:27]2[CH:32]=[CH:31][CH:30]=[CH:29][CH:28]=2)[CH3:26])[CH2:20]1)=[O:18])([CH3:15])([CH3:14])[CH3:13].[Cl-].[NH4+]. Product: [C:12]([O:16][C:17]([C@@:19]1([CH:33]=[CH2:1])[CH2:23][C:22](=[O:24])[N:21]([C@@H:25]([C:27]2[CH:28]=[CH:29][CH:30]=[CH:31][CH:32]=2)[CH3:26])[CH2:20]1)=[O:18])([CH3:14])([CH3:13])[CH3:15]. The catalyst class is: 597. (2) Reactant: [F:1][C:2]([F:14])([F:13])[C:3]1[CH:4]=[C:5]2[C:9](=[CH:10][CH:11]=1)[NH:8][N:7]=[C:6]2[NH2:12].Br[C:16]1[S:17][CH:18]=[CH:19][N:20]=1. Product: [S:17]1[CH:18]=[CH:19][N:20]=[C:16]1[NH:12][C:6]1[C:5]2[C:9](=[CH:10][CH:11]=[C:3]([C:2]([F:1])([F:13])[F:14])[CH:4]=2)[NH:8][N:7]=1. The catalyst class is: 51.